Predict the reaction yield, written as a fraction of the theoretical maximum amount of product (1.0 means a 100% yield; for example, 0.34 means a 34% yield). From a dataset of Reaction yield outcomes from USPTO patents with 853,638 reactions. (1) The reactants are [CH2:1]([O:3][C:4]([C:6]1[N:7]([C:17]2[CH:22]=[CH:21][C:20]([O:23][CH:24]([CH3:26])[CH3:25])=[CH:19][CH:18]=2)[C:8]2[C:13]([C:14]=1Cl)=[CH:12][C:11](Br)=[CH:10][CH:9]=2)=[O:5])[CH3:2].[O-]P([O-])([O-])=O.[K+].[K+].[K+].C1(C2C=CC=CC=2)C=CC=CC=1P(C(C)(C)C)C(C)(C)C.[Cl:56][C:57]1[CH:62]=[CH:61][C:60](B(O)O)=[CH:59][CH:58]=1. The catalyst is C1(C)C=CC=CC=1.CC([O-])=O.CC([O-])=O.[Pd+2]. The product is [CH2:1]([O:3][C:4]([C:6]1[N:7]([C:17]2[CH:22]=[CH:21][C:20]([O:23][CH:24]([CH3:26])[CH3:25])=[CH:19][CH:18]=2)[C:8]2[C:13]([CH:14]=1)=[CH:12][C:11]([C:60]1[CH:61]=[CH:62][C:57]([Cl:56])=[CH:58][CH:59]=1)=[CH:10][CH:9]=2)=[O:5])[CH3:2]. The yield is 0.350. (2) The reactants are [CH2:1]([N:3]1[C:11]2[C:6](=[CH:7][CH:8]=[C:9]([O:12][CH3:13])[CH:10]=2)[CH:5]=[CH:4]1)[CH3:2].O=P(Cl)(Cl)Cl.CN([CH:22]=[O:23])C. No catalyst specified. The product is [CH2:1]([N:3]1[C:11]2[C:6](=[CH:7][CH:8]=[C:9]([O:12][CH3:13])[CH:10]=2)[C:5]([CH:22]=[O:23])=[CH:4]1)[CH3:2]. The yield is 0.810. (3) The reactants are [CH2:1]([C:3]1[C:11](I)=[C:6]2[CH:7]=[CH:8][CH:9]=[CH:10][N:5]2[N:4]=1)[CH3:2].[O:13]1[CH2:18][CH2:17][CH:16]([C:19]([NH2:21])=[O:20])[CH2:15][CH2:14]1.P([O-])([O-])([O-])=O.[K+].[K+].[K+].C1(N)CCCCC1N. The catalyst is [Cu](I)I.C1(C)C(C)=CC=CC=1. The product is [CH2:1]([C:3]1[C:11]([NH:21][C:19]([CH:16]2[CH2:17][CH2:18][O:13][CH2:14][CH2:15]2)=[O:20])=[C:6]2[CH:7]=[CH:8][CH:9]=[CH:10][N:5]2[N:4]=1)[CH3:2]. The yield is 0.796. (4) The reactants are [NH2:1][C:2]1[CH:3]=[C:4]([C:8]#[CH:9])[CH:5]=[CH:6][CH:7]=1.[C:10]([O:14][C:15](O[C:15]([O:14][C:10]([CH3:13])([CH3:12])[CH3:11])=[O:16])=[O:16])([CH3:13])([CH3:12])[CH3:11]. The catalyst is C1COCC1. The product is [C:8]([C:4]1[CH:3]=[C:2]([NH:1][C:15](=[O:16])[O:14][C:10]([CH3:13])([CH3:12])[CH3:11])[CH:7]=[CH:6][CH:5]=1)#[CH:9]. The yield is 0.920. (5) The reactants are [C:1]1([C:7]([CH:9]=[CH2:10])=[CH2:8])[CH:6]=[CH:5][CH:4]=[CH:3][CH:2]=1.Cl.[CH2:12]([C@@H:19]1NC(C)(C)N(C)[C:20]1=[O:27])C1C=CC=CC=1.C(C=C)=O. The catalyst is C[N+]([O-])=O.O. The product is [C:1]1([C:7]2[CH2:8][CH2:12][C@@H:19]([CH:20]=[O:27])[CH2:10][CH:9]=2)[CH:6]=[CH:5][CH:4]=[CH:3][CH:2]=1. The yield is 0.900. (6) The reactants are [CH3:1][C:2]([CH3:39])([CH3:38])[CH2:3][CH2:4][C:5]1([CH3:37])[C:14]2[C:9](=[CH:10][CH:11]=[CH:12][CH:13]=2)[C:8]([OH:15])=[C:7]([C:16]2[NH:21][C:20]3[CH:22]=[CH:23][C:24]([NH:26]C(=O)OC(C)(C)C)=[CH:25][C:19]=3[S:18](=[O:35])(=[O:34])[N:17]=2)[C:6]1=[O:36].[ClH:40]. The catalyst is O1CCOCC1. The product is [Cl:40][NH:26][C:24]1[CH:23]=[CH:22][C:20]2[NH:21][C:16]([C:7]3[C:6](=[O:36])[C:5]([CH2:4][CH2:3][C:2]([CH3:1])([CH3:38])[CH3:39])([CH3:37])[C:14]4[C:9]([C:8]=3[OH:15])=[CH:10][CH:11]=[CH:12][CH:13]=4)=[N:17][S:18](=[O:35])(=[O:34])[C:19]=2[CH:25]=1. The yield is 0.930. (7) The reactants are [Br:1][C:2]1[N:7]=[C:6]([CH:8]=[O:9])[C:5]([Cl:10])=[CH:4][CH:3]=1.[CH3:11][Mg]Br.[Cl-].[NH4+]. The catalyst is C1COCC1. The product is [Br:1][C:2]1[N:7]=[C:6]([CH:8]([OH:9])[CH3:11])[C:5]([Cl:10])=[CH:4][CH:3]=1. The yield is 0.780. (8) The reactants are [N:1]([CH2:4][CH2:5][CH2:6][OH:7])=[N+:2]=[N-:3].[C:8]1([C:14]#[CH:15])[CH:13]=[CH:12][CH:11]=[CH:10][CH:9]=1. The catalyst is C[C-]1C(C)=C(C)C(C)=C1C.C1C=CC(P(C2C=CC=CC=2)C2C=CC=CC=2)=CC=1.C1C=CC(P(C2C=CC=CC=2)C2C=CC=CC=2)=CC=1.Cl[Ru+].C1COCC1. The product is [C:8]1([C:14]2[N:1]([CH2:4][CH2:5][CH2:6][OH:7])[N:2]=[N:3][CH:15]=2)[CH:13]=[CH:12][CH:11]=[CH:10][CH:9]=1. The yield is 0.820.